Dataset: Full USPTO retrosynthesis dataset with 1.9M reactions from patents (1976-2016). Task: Predict the reactants needed to synthesize the given product. (1) The reactants are: [Cl:1][C:2]1[CH:3]=[CH:4][C:5]([C:9]2[N:13]([CH2:14][CH:15]3[CH2:19][CH2:18][CH2:17][CH2:16]3)[C:12]3[CH:20]=[C:21]([F:25])[C:22]([F:24])=[CH:23][C:11]=3[N:10]=2)=[C:6]([OH:8])[CH:7]=1.Br[CH2:27][C:28]1[CH:35]=[CH:34][C:31]([C:32]#[N:33])=[CH:30][C:29]=1[F:36]. Given the product [Cl:1][C:2]1[CH:3]=[CH:4][C:5]([C:9]2[N:13]([CH2:14][CH:15]3[CH2:19][CH2:18][CH2:17][CH2:16]3)[C:12]3[CH:20]=[C:21]([F:25])[C:22]([F:24])=[CH:23][C:11]=3[N:10]=2)=[C:6]([CH:7]=1)[O:8][CH2:27][C:28]1[CH:35]=[CH:34][C:31]([C:32]#[N:33])=[CH:30][C:29]=1[F:36], predict the reactants needed to synthesize it. (2) Given the product [CH3:1][C:2]1[CH:3]=[C:4]([CH:5]=[C:6]([CH3:22])[C:7]=1[CH2:8][C:9]1[CH:14]=[CH:13][C:12]([O:15][CH2:16][O:17][CH3:18])=[C:11]([CH:19]([CH3:20])[CH3:21])[CH:10]=1)[C:67]([O:73][CH3:72])=[O:68], predict the reactants needed to synthesize it. The reactants are: [CH3:1][C:2]1[CH:3]=[C:4](OS(C(F)(F)F)(=O)=O)[CH:5]=[C:6]([CH3:22])[C:7]=1[CH2:8][C:9]1[CH:14]=[CH:13][C:12]([O:15][CH2:16][O:17][CH3:18])=[C:11]([CH:19]([CH3:21])[CH3:20])[CH:10]=1.C(N(CC)CC)C.C1(P(C2C=CC=CC=2)CCCP(C2C=CC=CC=2)C2C=CC=CC=2)C=CC=CC=1.[CH3:67][OH:68].CN([CH:72]=[O:73])C. (3) Given the product [C:26]1([CH2:32][C:33]([NH:1][C:2]2[CH:3]=[C:4]([C:8]3[C:16]4[C:11](=[CH:12][CH:13]=[C:14]([C:17]([NH2:19])=[O:18])[CH:15]=4)[NH:10][N:9]=3)[CH:5]=[CH:6][CH:7]=2)=[O:34])[CH:31]=[CH:30][CH:29]=[CH:28][CH:27]=1, predict the reactants needed to synthesize it. The reactants are: [NH2:1][C:2]1[CH:3]=[C:4]([C:8]2[C:16]3[C:11](=[CH:12][CH:13]=[C:14]([C:17]([NH2:19])=[O:18])[CH:15]=3)[N:10](C3CCCCO3)[N:9]=2)[CH:5]=[CH:6][CH:7]=1.[C:26]1([CH2:32][C:33](O)=[O:34])[CH:31]=[CH:30][CH:29]=[CH:28][CH:27]=1.CCN=C=NCCCN(C)C. (4) Given the product [N+:20]([C:23]1[CH:24]=[C:25]2[C:29](=[CH:30][CH:31]=1)[NH:28][N:27]=[C:26]2[NH:32][C:1](=[O:12])[O:7][C:8]([CH3:9])([CH3:10])[CH3:11])([O-:22])=[O:21], predict the reactants needed to synthesize it. The reactants are: [C:1](=[O:12])([O:7][C:8]([CH3:11])([CH3:10])[CH3:9])OC(C)(C)C.C(N(CC)CC)C.[N+:20]([C:23]1[CH:24]=[C:25]2[C:29](=[CH:30][CH:31]=1)[NH:28][N:27]=[C:26]2[NH2:32])([O-:22])=[O:21].[Cl-].[NH4+].